Dataset: Forward reaction prediction with 1.9M reactions from USPTO patents (1976-2016). Task: Predict the product of the given reaction. Given the reactants [Br:1][C:2]1[CH:8]=[C:7]([CH2:9][CH3:10])[C:5](N)=[C:4]([CH2:11][CH3:12])[CH:3]=1.Cl.N([O-])=O.[Na+].C(=O)(O)[O-].[Na+].[Cu][C:24]#[N:25].[C-]#N.[K+], predict the reaction product. The product is: [Br:1][C:2]1[CH:8]=[C:7]([CH2:9][CH3:10])[C:5]([C:24]#[N:25])=[C:4]([CH2:11][CH3:12])[CH:3]=1.